From a dataset of Peptide-MHC class II binding affinity with 134,281 pairs from IEDB. Regression. Given a peptide amino acid sequence and an MHC pseudo amino acid sequence, predict their binding affinity value. This is MHC class II binding data. (1) The peptide sequence is QGEPGRVIRGKKGAG. The MHC is DRB4_0101 with pseudo-sequence DRB4_0103. The binding affinity (normalized) is 0.311. (2) The peptide sequence is RGIVKENIIDLTKIDR. The MHC is DRB1_0701 with pseudo-sequence DRB1_0701. The binding affinity (normalized) is 0.0708. (3) The peptide sequence is SQDLELSSNLNGLQAY. The MHC is HLA-DQA10101-DQB10501 with pseudo-sequence HLA-DQA10101-DQB10501. The binding affinity (normalized) is 0.0486.